Dataset: Peptide-MHC class I binding affinity with 185,985 pairs from IEDB/IMGT. Task: Regression. Given a peptide amino acid sequence and an MHC pseudo amino acid sequence, predict their binding affinity value. This is MHC class I binding data. (1) The peptide sequence is RQADILRQF. The MHC is HLA-A69:01 with pseudo-sequence HLA-A69:01. The binding affinity (normalized) is 0.0847. (2) The peptide sequence is TALGMSLNF. The MHC is Mamu-B3901 with pseudo-sequence Mamu-B3901. The binding affinity (normalized) is 0.268. (3) The peptide sequence is VVHGYFTEV. The MHC is HLA-A02:01 with pseudo-sequence HLA-A02:01. The binding affinity (normalized) is 0.749. (4) The peptide sequence is KTANNYETI. The MHC is HLA-A68:02 with pseudo-sequence HLA-A68:02. The binding affinity (normalized) is 0.336. (5) The peptide sequence is NHINVESSL. The MHC is HLA-B38:01 with pseudo-sequence HLA-B38:01. The binding affinity (normalized) is 0.579. (6) The peptide sequence is FEFTSFFYRY. The MHC is Mamu-A11 with pseudo-sequence Mamu-A11. The binding affinity (normalized) is 0.469. (7) The peptide sequence is EVIEQWHSL. The MHC is HLA-A02:12 with pseudo-sequence HLA-A02:12. The binding affinity (normalized) is 0.287.